From a dataset of Experimentally validated miRNA-target interactions with 360,000+ pairs, plus equal number of negative samples. Binary Classification. Given a miRNA mature sequence and a target amino acid sequence, predict their likelihood of interaction. (1) The miRNA is mmu-miR-466b-5p with sequence UGAUGUGUGUGUACAUGUACAU. The protein sequence of the target gene is MARFVPSPPPNCLSYKSEGRLGEQDWQAHFKVPCCGVDPSQLESEEAEVDVRERDTQRDREPKRARDLTLRDSCTDNSMQFGTRTTAAEPGFMGTWQNADTNLLFRMSQQVPLACAGRVLGADFCPNLEEPDQRLEVQAIRCTLVNCTCECFQPGKINLRTCDQCKHGWVAHALDKLSTQHLYHPTQVEIVQSNVVFDISSLMLYGTQAVPVRLKILLDRLFSVLKQEEVLHILHGLGWTLRDYVRGYILQDAAGKVLDRWAIMSREEEIITLQQFLRFGETKSIVELMAIQEKEGQAVA.... Result: 0 (no interaction). (2) The miRNA is mmu-miR-880-3p with sequence UACUCCAUCCUCUCUGAGUAGA. The protein sequence of the target gene is MYPPPAPPPAPHRDFISVTLSLGESYDNSKSRRRRSCWRKWKQLSRLQRNVILFVLGFLILCGFLYSLHTADQWKALSGRPAEVEKMKQEVLPVLPAPQKESAEQEGFADILSQKRQRHFRRGPPHLQIRPPNTVSKDGMQDDAKEREAALGKAQQEENTQRTVISWRGAVIEPEQATELPYKRAEASIKPLVLASKIWKEPAPPNERQKGVIEAFLHAWKGYQKFAWGHDELKPVSKTFSEWFGLGLTLIDALDTMWILGLKQEFKQARKWVSENLDFQKNVDVNLFESTIRILGGLLS.... Result: 1 (interaction). (3) The miRNA is hsa-miR-185-5p with sequence UGGAGAGAAAGGCAGUUCCUGA. The protein sequence of the target gene is MRGRLCVGRAAAVAAAVAAAAVAVPLAGGQEGSQGGVRRGSRGTTMVKKRKGRVVIDSDTEDSGSDENLDQELLSLAKRKRSDSEEKEPPVSQPAASSDSETSDSDDEWTFGSNKNKKKGKTRKVEKKGAMKKQANKAASSGSSDRDSSAESSAPEEGEVSDSESSSSSSSSDSDSSSEDEEFHDGYGEDLMGDEEDRARLEQMTEKEREQELFNRIEKREVLKRRFEIKKKLKTAKKKEKKEKKKKQEEEQEKKKLTQIQESQVTSHNKERRSKRDEKLDKKSQAMEELKAEREKRKNR.... Result: 0 (no interaction). (4) The miRNA is hsa-miR-4262 with sequence GACAUUCAGACUACCUG. The protein sequence of the target gene is MASKVTDAIVWYQKKEFLSVATTAPGPQQVLPGYCQCSLKDQGLFIQCLIGAYDQQIWEKSVEQREIKFIKLGLRNKPKKTAHVKPDLIDVDLVRGSAFAKAKPESPWTSLTRKGIVRVVFFPFFFRWWLQVTSKVIFFWLLVLYLLQVAAIVLFCSTSSPHSIPLTEVIGPIWLMLLLGTVHCQIVSTRTPKPPLSTGGKRRRKLRKAAHLEVHREGDGSSTTDNTQEGAVQNHGTSTSHSVGTVFRDLWHAAFFLSGSKKAKNSIDKSTETDNGYVSLDGKKTVKSGEDGIQNHEPQC.... Result: 0 (no interaction).